From a dataset of Forward reaction prediction with 1.9M reactions from USPTO patents (1976-2016). Predict the product of the given reaction. (1) The product is: [F:20][C:19]([F:22])([F:21])[C:18]([NH:17][C@@H:10]1[CH2:9][C:8]2[C:13](=[CH:14][CH:15]=[CH:16][C:7]=2[CH:28]=[CH2:29])[O:12][CH2:11]1)=[O:23]. Given the reactants FC(F)(F)S(O[C:7]1[CH:16]=[CH:15][CH:14]=[C:13]2[C:8]=1[CH2:9][C@@H:10]([NH:17][C:18](=[O:23])[C:19]([F:22])([F:21])[F:20])[CH2:11][O:12]2)(=O)=O.[Cl-].[Li+].[CH2:28]([Sn](CCCC)(CCCC)C=C)[CH2:29]CC, predict the reaction product. (2) Given the reactants [CH3:1][O:2][C:3]1[CH:11]=[CH:10][C:9]([CH3:12])=[CH:8][C:4]=1[C:5]([NH2:7])=O.Cl.C(OCC)(=O)C, predict the reaction product. The product is: [CH3:1][O:2][C:3]1[CH:11]=[CH:10][C:9]([CH3:12])=[CH:8][C:4]=1[CH2:5][NH2:7]. (3) Given the reactants [O:1]([CH2:19][CH2:20][O:21][C:22]1[CH:27]=[CH:26][C:25]([C:28]2[N:29]=[C:30]3[CH:35]=[CH:34][C:33]([I:36])=[CH:32][N:31]3[C:37]=2[C:38]#[N:39])=[CH:24][CH:23]=1)[Si](C(C)(C)C)(C1C=CC=CC=1)C1C=CC=CC=1.[F-].C([N+](CCCC)(CCCC)CCCC)CCC.[Cl-].[NH4+].O, predict the reaction product. The product is: [C:38]([C:37]1[N:31]2[CH:32]=[C:33]([I:36])[CH:34]=[CH:35][C:30]2=[N:29][C:28]=1[C:25]1[CH:26]=[CH:27][C:22]([O:21][CH2:20][CH2:19][OH:1])=[CH:23][CH:24]=1)#[N:39]. (4) The product is: [OH:2][CH2:1][C:3]1[C:11]2[C:6](=[N:7][C:8]([C:19]3[CH:24]=[CH:23][C:22]([CH3:25])=[CH:21][CH:20]=3)=[C:9]([C:12]3[CH:13]=[CH:14][C:15]([CH3:18])=[CH:16][CH:17]=3)[N:10]=2)[N:5]([CH2:26][CH2:27][CH2:28][CH2:29][CH2:30][CH2:31][C:32]([OH:34])=[O:33])[CH:4]=1. Given the reactants [CH:1]([C:3]1[C:11]2[C:6](=[N:7][C:8]([C:19]3[CH:24]=[CH:23][C:22]([CH3:25])=[CH:21][CH:20]=3)=[C:9]([C:12]3[CH:17]=[CH:16][C:15]([CH3:18])=[CH:14][CH:13]=3)[N:10]=2)[N:5]([CH2:26][CH2:27][CH2:28][CH2:29][CH2:30][CH2:31][C:32]([OH:34])=[O:33])[CH:4]=1)=[O:2].N#N.[BH4-].[Na+].Cl, predict the reaction product. (5) The product is: [F:1][C:2]1[CH:3]=[C:4]([CH:7]=[CH:8][C:9]=1[C:10]([F:13])([F:12])[F:11])[CH2:5][Cl:16]. Given the reactants [F:1][C:2]1[CH:3]=[C:4]([CH:7]=[CH:8][C:9]=1[C:10]([F:13])([F:12])[F:11])[CH2:5]O.S(Cl)([Cl:16])=O, predict the reaction product.